The task is: Predict the reactants needed to synthesize the given product.. This data is from Full USPTO retrosynthesis dataset with 1.9M reactions from patents (1976-2016). (1) The reactants are: [N+:1]([C:4]1[CH:5]=[C:6]([CH:10]=[CH:11][C:12]=1[B:13]1[O:17][C:16]([CH3:19])([CH3:18])[C:15]([CH3:21])([CH3:20])[O:14]1)[C:7](O)=[O:8])([O-:3])=[O:2].C(Cl)(=O)C([Cl:25])=O.CO. Given the product [N+:1]([C:4]1[CH:5]=[C:6]([CH:10]=[CH:11][C:12]=1[B:13]1[O:17][C:16]([CH3:19])([CH3:18])[C:15]([CH3:21])([CH3:20])[O:14]1)[C:7]([Cl:25])=[O:8])([O-:3])=[O:2], predict the reactants needed to synthesize it. (2) Given the product [Cl:1][C:2]1[CH:10]=[C:9]2[C:5]([C:6]3([CH:16](/[C:17](/[CH3:20])=[CH:18]/[CH3:19])[CH2:15][C:14](=[O:21])[NH:29][CH2:13][CH:12]3[C:22]3[CH:27]=[CH:26][CH:25]=[C:24]([Cl:28])[CH:23]=3)[C:7](=[O:11])[NH:8]2)=[CH:4][CH:3]=1, predict the reactants needed to synthesize it. The reactants are: [Cl:1][C:2]1[CH:10]=[C:9]2[C:5]([C:6]3([CH:16]([C:17]([CH3:20])=[CH:18][CH3:19])[CH2:15][C:14](=[O:21])[CH2:13][CH:12]3[C:22]3[CH:27]=[CH:26][CH:25]=[C:24]([Cl:28])[CH:23]=3)[C:7](=[O:11])[NH:8]2)=[CH:4][CH:3]=1.[N-:29]=[N+]=[N-].[Na+]. (3) Given the product [O:37]=[C:31]1[CH:30]([N:24]2[CH2:23][C:22]3[C:26](=[CH:27][CH:28]=[C:20]([CH2:19][NH:18][C:16]([NH:15][C:12]4[CH:13]=[CH:14][C:9]([OH:8])=[C:10]([CH3:38])[CH:11]=4)=[O:17])[CH:21]=3)[C:25]2=[O:29])[CH2:35][CH2:34][C:33](=[O:36])[NH:32]1, predict the reactants needed to synthesize it. The reactants are: [Si]([O:8][C:9]1[CH:14]=[CH:13][C:12]([NH:15][C:16]([NH:18][CH2:19][C:20]2[CH:21]=[C:22]3[C:26](=[CH:27][CH:28]=2)[C:25](=[O:29])[N:24]([CH:30]2[CH2:35][CH2:34][C:33](=[O:36])[NH:32][C:31]2=[O:37])[CH2:23]3)=[O:17])=[CH:11][C:10]=1[CH3:38])(C(C)(C)C)(C)C.Cl. (4) Given the product [C:17]([N:20]1[CH2:26][CH2:25][CH2:24][N:23]([CH2:14][C:13]([NH:12][CH2:11][C:1]23[CH2:10][CH:5]4[CH2:6][CH:7]([CH2:9][CH:3]([CH2:4]4)[CH2:2]2)[CH2:8]3)=[O:16])[CH2:22][CH2:21]1)(=[O:19])[CH3:18], predict the reactants needed to synthesize it. The reactants are: [C:1]12([CH2:11][NH:12][C:13](=[O:16])[CH2:14]Cl)[CH2:10][CH:5]3[CH2:6][CH:7]([CH2:9][CH:3]([CH2:4]3)[CH2:2]1)[CH2:8]2.[C:17]([N:20]1[CH2:26][CH2:25][CH2:24][NH:23][CH2:22][CH2:21]1)(=[O:19])[CH3:18].C([O-])([O-])=O.[K+].[K+].C(O)(C(F)(F)F)=O. (5) Given the product [Cl:31][C:28]1[CH:29]=[CH:30][C:25]([C:23]2[CH:22]=[C:21]([CH3:32])[N:20]=[C:19]([N:17]3[CH:18]=[C:14]([C:12]4[S:13][C:9]([S:6]([NH2:5])(=[O:7])=[O:8])=[CH:10][N:11]=4)[N:15]=[CH:16]3)[N:24]=2)=[CH:26][CH:27]=1, predict the reactants needed to synthesize it. The reactants are: C([NH:5][S:6]([C:9]1[S:13][C:12]([C:14]2[N:15]=[CH:16][N:17]([C:19]3[N:24]=[C:23]([C:25]4[CH:30]=[CH:29][C:28]([Cl:31])=[CH:27][CH:26]=4)[CH:22]=[C:21]([CH3:32])[N:20]=3)[CH:18]=2)=[N:11][CH:10]=1)(=[O:8])=[O:7])(C)(C)C.C(O)(C(F)(F)F)=O. (6) The reactants are: [NH:1]1[CH2:5][CH2:4][CH2:3][C@H:2]1[CH2:6][N:7]1[CH2:11][CH2:10][CH2:9][CH2:8]1.[NH2:12][C:13]1[C:14]([C:18]2[N:19]([CH2:34][CH3:35])[C:20]3[C:25]([C:26](N4C=CN=C4)=[O:27])=[CH:24][N:23]=[CH:22][C:21]=3[N:33]=2)=[N:15][O:16][N:17]=1. Given the product [NH2:12][C:13]1[C:14]([C:18]2[N:19]([CH2:34][CH3:35])[C:20]3[C:25]([C:26]([N:1]4[CH2:5][CH2:4][CH2:3][C@H:2]4[CH2:6][N:7]4[CH2:11][CH2:10][CH2:9][CH2:8]4)=[O:27])=[CH:24][N:23]=[CH:22][C:21]=3[N:33]=2)=[N:15][O:16][N:17]=1, predict the reactants needed to synthesize it.